Dataset: Peptide-MHC class I binding affinity with 185,985 pairs from IEDB/IMGT. Task: Regression. Given a peptide amino acid sequence and an MHC pseudo amino acid sequence, predict their binding affinity value. This is MHC class I binding data. (1) The peptide sequence is TLSRVWGNK. The MHC is HLA-A11:01 with pseudo-sequence HLA-A11:01. The binding affinity (normalized) is 0.681. (2) The peptide sequence is RVMPVFAFK. The MHC is HLA-A02:03 with pseudo-sequence HLA-A02:03. The binding affinity (normalized) is 0.209. (3) The peptide sequence is SPAHLINKLL. The MHC is HLA-B53:01 with pseudo-sequence HLA-B53:01. The binding affinity (normalized) is 0.184. (4) The peptide sequence is TRTSPNIPK. The MHC is HLA-B73:01 with pseudo-sequence HLA-B73:01. The binding affinity (normalized) is 0.0847. (5) The peptide sequence is GVLHTKFWI. The MHC is HLA-A68:02 with pseudo-sequence HLA-A68:02. The binding affinity (normalized) is 0.0120. (6) The peptide sequence is KGVEYNIDK. The MHC is HLA-A11:01 with pseudo-sequence HLA-A11:01. The binding affinity (normalized) is 0.0423. (7) The peptide sequence is MINKLYGYA. The MHC is HLA-A02:03 with pseudo-sequence HLA-A02:03. The binding affinity (normalized) is 0.978. (8) The binding affinity (normalized) is 0. The peptide sequence is VVYNLTGV. The MHC is H-2-Db with pseudo-sequence H-2-Db. (9) The peptide sequence is IGMGVTYL. The MHC is H-2-Kb with pseudo-sequence H-2-Kb. The binding affinity (normalized) is 0.266.